This data is from Forward reaction prediction with 1.9M reactions from USPTO patents (1976-2016). The task is: Predict the product of the given reaction. (1) The product is: [Cl:1][C:2]1[N:3]=[CH:4][C:5]([CH2:8][N:9]2[C:17]3[C:12](=[CH:13][C:14]([O:18][CH3:19])=[CH:15][CH:16]=3)[C:11]([C:20](=[O:25])[C:21]([OH:23])=[O:22])=[C:10]2[CH3:26])=[N:6][CH:7]=1. Given the reactants [Cl:1][C:2]1[N:3]=[CH:4][C:5]([CH2:8][N:9]2[C:17]3[C:12](=[CH:13][C:14]([O:18][CH3:19])=[CH:15][CH:16]=3)[C:11]([C:20](=[O:25])[C:21]([O:23]C)=[O:22])=[C:10]2[CH3:26])=[N:6][CH:7]=1.O.O.[OH-].[Li+], predict the reaction product. (2) Given the reactants Cl[C:2]([O:4][C:5]1[CH:10]=[CH:9][CH:8]=[CH:7][CH:6]=1)=[O:3].N1C=CC=CC=1.[CH3:17][N:18]1[CH:26]=[C:25]2[C:20]([CH:21]=[CH:22][C:23]([NH2:27])=[CH:24]2)=[N:19]1, predict the reaction product. The product is: [C:5]1([O:4][C:2](=[O:3])[NH:27][C:23]2[CH:22]=[CH:21][C:20]3[C:25](=[CH:26][N:18]([CH3:17])[N:19]=3)[CH:24]=2)[CH:10]=[CH:9][CH:8]=[CH:7][CH:6]=1. (3) Given the reactants [Cl:1][C:2]1[CH:3]=[C:4]2[C:9](=[CH:10][C:11]=1[OH:12])[NH:8][C:7](=[O:13])[C:6]([CH2:14][NH:15][C:16]1[CH:23]=[CH:22][C:19]([C:20]#[N:21])=[C:18]([O:24][CH3:25])[CH:17]=1)=[CH:5]2.[N:26]1[CH:31]=[CH:30][CH:29]=[CH:28][C:27]=1[CH2:32]O.C1(P(C2C=CC=CC=2)C2C=CC=CC=2)C=CC=CC=1.CCOC(/N=N/C(OCC)=O)=O, predict the reaction product. The product is: [Cl:1][C:2]1[CH:3]=[C:4]2[C:9](=[CH:10][C:11]=1[O:12][CH2:32][C:27]1[CH:28]=[CH:29][CH:30]=[CH:31][N:26]=1)[NH:8][C:7](=[O:13])[C:6]([CH2:14][NH:15][C:16]1[CH:23]=[CH:22][C:19]([C:20]#[N:21])=[C:18]([O:24][CH3:25])[CH:17]=1)=[CH:5]2.